From a dataset of Catalyst prediction with 721,799 reactions and 888 catalyst types from USPTO. Predict which catalyst facilitates the given reaction. (1) Reactant: [CH3:1][O:2][C:3]([C:5]1[C@@H:10]([C:11]2[CH:16]=[CH:15][C:14]([C:17]#[N:18])=[CH:13][C:12]=2[CH2:19][C:20](OC)=[O:21])[N:9]2[C:24](=[O:27])[NH:25][N:26]=[C:8]2[N:7]([C:28]2[CH:33]=[CH:32][CH:31]=[C:30]([C:34]([F:37])([F:36])[F:35])[CH:29]=2)[C:6]=1[CH3:38])=[O:4].[BH4-].[Li+]. Product: [CH3:1][O:2][C:3]([C:5]1[C@@H:10]([C:11]2[CH:16]=[CH:15][C:14]([C:17]#[N:18])=[CH:13][C:12]=2[CH2:19][CH2:20][OH:21])[N:9]2[C:24](=[O:27])[NH:25][N:26]=[C:8]2[N:7]([C:28]2[CH:33]=[CH:32][CH:31]=[C:30]([C:34]([F:36])([F:37])[F:35])[CH:29]=2)[C:6]=1[CH3:38])=[O:4]. The catalyst class is: 1. (2) Reactant: CS(O[CH2:6][CH2:7][O:8][C:9]1[CH:14]=[CH:13][C:12]([CH2:15][N:16]([C:31]([O:33][C:34]([CH3:37])([CH3:36])[CH3:35])=[O:32])[CH2:17][C@H:18]([OH:30])[C:19]2[C:27]3[S:26][C:25](=[O:28])[NH:24][C:23]=3[C:22]([OH:29])=[CH:21][CH:20]=2)=[CH:11][CH:10]=1)(=O)=O.[C:38]1([C:44]2[S:45][CH:46]=[C:47]([C:49]([N:51]3[CH2:56][C:55]4([CH2:61][CH2:60][NH:59][CH2:58][CH2:57]4)[O:54][CH2:53][CH2:52]3)=[O:50])[N:48]=2)[CH:43]=[CH:42][CH:41]=[CH:40][CH:39]=1.C(N(CC)CC)C. Product: [OH:30][C@H:18]([C:19]1[C:27]2[S:26][C:25](=[O:28])[NH:24][C:23]=2[C:22]([OH:29])=[CH:21][CH:20]=1)[CH2:17][N:16]([CH2:15][C:12]1[CH:13]=[CH:14][C:9]([O:8][CH2:7][CH2:6][N:59]2[CH2:60][CH2:61][C:55]3([O:54][CH2:53][CH2:52][N:51]([C:49]([C:47]4[N:48]=[C:44]([C:38]5[CH:39]=[CH:40][CH:41]=[CH:42][CH:43]=5)[S:45][CH:46]=4)=[O:50])[CH2:56]3)[CH2:57][CH2:58]2)=[CH:10][CH:11]=1)[C:31](=[O:32])[O:33][C:34]([CH3:35])([CH3:37])[CH3:36]. The catalyst class is: 23. (3) Reactant: [C:1]([C:3]1[C@@H:8]([C:9]2[CH:14]=[CH:13][C:12]([C:15]#[N:16])=[CH:11][C:10]=2[S:17]([CH3:20])(=[O:19])=[O:18])[N:7]([C:21](OC2C=CC([N+]([O-])=O)=CC=2)=[O:22])[C:6](=[O:33])[N:5]([C:34]2[CH:39]=[CH:38][CH:37]=[C:36]([C:40]([F:43])([F:42])[F:41])[CH:35]=2)[C:4]=1[CH3:44])#[N:2].[NH2:45][C:46]([CH3:50])([CH3:49])[CH2:47][OH:48]. Product: [C:1]([C:3]1[C@@H:8]([C:9]2[CH:14]=[CH:13][C:12]([C:15]#[N:16])=[CH:11][C:10]=2[S:17]([CH3:20])(=[O:18])=[O:19])[N:7]([C:21]([NH:45][C:46]([CH3:50])([CH3:49])[CH2:47][OH:48])=[O:22])[C:6](=[O:33])[N:5]([C:34]2[CH:39]=[CH:38][CH:37]=[C:36]([C:40]([F:43])([F:41])[F:42])[CH:35]=2)[C:4]=1[CH3:44])#[N:2]. The catalyst class is: 10. (4) Reactant: [CH2:1]([NH:3][C:4]([N:6]1[CH2:13][CH:12]2[CH2:14][CH:8]([CH2:9][NH:10][CH2:11]2)[CH2:7]1)=[O:5])[CH3:2].CS(O[CH2:20][CH2:21][C:22]1[CH:27]=[CH:26][C:25]([NH:28][S:29]([CH3:32])(=[O:31])=[O:30])=[CH:24][CH:23]=1)(=O)=O.C([O-])(O)=O.[Na+]. Product: [CH2:1]([NH:3][C:4]([N:6]1[CH2:13][CH:12]2[CH2:14][CH:8]([CH2:9][N:10]([CH2:20][CH2:21][C:22]3[CH:23]=[CH:24][C:25]([NH:28][S:29]([CH3:32])(=[O:30])=[O:31])=[CH:26][CH:27]=3)[CH2:11]2)[CH2:7]1)=[O:5])[CH3:2]. The catalyst class is: 23. (5) Reactant: [Br:1][C:2]1[CH:7]=[CH:6][C:5]([N:8]2[CH2:13][CH2:12][NH:11][CH2:10][CH2:9]2)=[CH:4][CH:3]=1.[CH3:14][S:15](Cl)(=[O:17])=[O:16].C(N(CC)CC)C. Product: [Br:1][C:2]1[CH:3]=[CH:4][C:5]([N:8]2[CH2:13][CH2:12][N:11]([S:15]([CH3:14])(=[O:17])=[O:16])[CH2:10][CH2:9]2)=[CH:6][CH:7]=1. The catalyst class is: 4. (6) Reactant: [CH3:1][O:2][C:3]1[CH:10]=[C:9]([OH:11])[CH:8]=[CH:7][C:4]=1[CH:5]=[O:6].C1C=CC(N([S:19]([C:22]([F:25])([F:24])[F:23])(=[O:21])=[O:20])[S:19]([C:22]([F:25])([F:24])[F:23])(=[O:21])=[O:20])=CC=1.C(=O)([O-])[O-].[K+].[K+]. Product: [CH:5]([C:4]1[CH:7]=[CH:8][C:9]([O:11][S:19]([C:22]([F:25])([F:24])[F:23])(=[O:21])=[O:20])=[CH:10][C:3]=1[O:2][CH3:1])=[O:6]. The catalyst class is: 7. (7) Reactant: [Br:1][C:2]1[CH:3]=[CH:4][C:5]([Cl:11])=[C:6]([CH:10]=1)[C:7]([OH:9])=O.CN(C=O)C.C(Cl)(=O)C(Cl)=O.[CH:23]1([NH2:26])[CH2:25][CH2:24]1.CCN(C(C)C)C(C)C. Product: [Br:1][C:2]1[CH:3]=[CH:4][C:5]([Cl:11])=[C:6]([CH:10]=1)[C:7]([NH:26][CH:23]1[CH2:25][CH2:24]1)=[O:9]. The catalyst class is: 11. (8) Reactant: C(N(C(C)C)CC)(C)C.ClC(OC1C=CC([N+]([O-])=O)=CC=1)=O.[NH2:23][C@H:24]([CH2:44][C:45]1[CH:50]=[CH:49][C:48]([O:51][CH3:52])=[CH:47][CH:46]=1)[C:25]([N:27]1[CH2:32][CH2:31][C:30]([C:39](=[O:43])CCC)([CH:33]2[CH2:38][CH2:37][CH2:36][CH2:35][CH2:34]2)[CH2:29][CH2:28]1)=[O:26].F[C:54](F)(F)[C:55]([OH:57])=O.FC(F)(F)[C:62]([OH:64])=O.[NH:67]1[CH:71]=[C:70]([CH2:72][CH2:73][CH2:74][CH2:75][CH2:76][NH2:77])[N:69]=[CH:68]1. The catalyst class is: 606. Product: [CH:33]1([C:30]2([C:39]([O:57][CH2:55][CH3:54])=[O:43])[CH2:31][CH2:32][N:27]([C:25](=[O:26])[C@H:24]([NH:23][C:62]([NH:77][CH2:76][CH2:75][CH2:74][CH2:73][CH2:72][C:70]3[N:69]=[CH:68][NH:67][CH:71]=3)=[O:64])[CH2:44][C:45]3[CH:46]=[CH:47][C:48]([O:51][CH3:52])=[CH:49][CH:50]=3)[CH2:28][CH2:29]2)[CH2:34][CH2:35][CH2:36][CH2:37][CH2:38]1. (9) Reactant: O.[C:2]([CH:15]=[CH2:16])([C:5]([C:8]([C:11]([F:14])([F:13])[F:12])([F:10])[F:9])([F:7])[F:6])([F:4])[F:3].BrN1C(=[O:23])CCC1=O.ClS(O)(=O)=O. Product: [F:9][C:8]([F:10])([C:11]([F:12])([F:13])[F:14])[C:5]([F:7])([F:6])[C:2]([F:4])([F:3])[CH:15]1[CH2:16][O:23]1. The catalyst class is: 4.